This data is from HIV replication inhibition screening data with 41,000+ compounds from the AIDS Antiviral Screen. The task is: Binary Classification. Given a drug SMILES string, predict its activity (active/inactive) in a high-throughput screening assay against a specified biological target. (1) The molecule is N#CNC(=N)NCc1ccccc1. The result is 1 (active). (2) The molecule is Cc1cn(CC2OCC(CO)O2)c(=O)[nH]c1=O. The result is 0 (inactive).